Dataset: Full USPTO retrosynthesis dataset with 1.9M reactions from patents (1976-2016). Task: Predict the reactants needed to synthesize the given product. Given the product [F:1][C:2]1[CH:3]=[C:4]([C@H:14]([NH:16][C:17](=[O:34])[CH2:18][CH2:19][C:20]2[CH:25]=[CH:24][C:23]([C:26]([F:27])([F:28])[F:29])=[CH:22][C:21]=2[NH:30][CH2:31][CH2:32][CH3:33])[CH3:15])[CH:5]=[C:6]([F:13])[C:7]=1[NH:8][S:9]([CH3:12])(=[O:11])=[O:10], predict the reactants needed to synthesize it. The reactants are: [F:1][C:2]1[CH:3]=[C:4]([C@H:14]([NH:16][C:17](=[O:34])[CH:18]=[CH:19][C:20]2[CH:25]=[CH:24][C:23]([C:26]([F:29])([F:28])[F:27])=[CH:22][C:21]=2[NH:30][CH2:31][CH2:32][CH3:33])[CH3:15])[CH:5]=[C:6]([F:13])[C:7]=1[NH:8][S:9]([CH3:12])(=[O:11])=[O:10].